Dataset: Full USPTO retrosynthesis dataset with 1.9M reactions from patents (1976-2016). Task: Predict the reactants needed to synthesize the given product. (1) Given the product [CH2:1]([C:4]1[CH:5]=[N:6][CH:7]=[CH:8][C:9]=1[C:12]#[C:11][C:13]1[CH:18]=[CH:17][C:16]([C:19](=[O:21])[CH3:20])=[CH:15][CH:14]=1)[CH:2]=[CH2:3], predict the reactants needed to synthesize it. The reactants are: [CH2:1]([C:4]1[CH:5]=[N:6][CH:7]=[CH:8][C:9]=1Br)[CH:2]=[CH2:3].[C:11]([C:13]1[CH:18]=[CH:17][C:16]([C:19](=[O:21])[CH3:20])=[CH:15][CH:14]=1)#[CH:12].C(N(CC)CC)C.CN(C)C=O. (2) Given the product [N:12]1[C:21]2[C:16](=[CH:17][CH:18]=[C:19]([CH2:22][CH2:23][CH2:24][OH:25])[CH:20]=2)[CH:15]=[CH:14][CH:13]=1, predict the reactants needed to synthesize it. The reactants are: [H-].[Al+3].[Li+].[H-].[H-].[H-].C1COCC1.[N:12]1[C:21]2[C:16](=[CH:17][CH:18]=[C:19]([CH2:22][CH2:23][C:24](OCC)=[O:25])[CH:20]=2)[CH:15]=[CH:14][CH:13]=1. (3) Given the product [OH:10][C:11]1[CH:18]=[C:6]2[C:16]([CH:17]=[C:2]([C:1]([O:8][CH3:9])=[O:7])[C:3](=[O:4])[O:5]2)=[CH:15][CH:12]=1, predict the reactants needed to synthesize it. The reactants are: [C:1]([O:8][CH3:9])(=[O:7])[CH2:2][C:3]([O:5][CH3:6])=[O:4].[OH:10][C:11]1[CH:18]=[C:17](O)[CH:16]=[CH:15][C:12]=1C=O.N1CCCCC1.C(O)(=O)C. (4) The reactants are: [NH:1]1[C:9]2[C:4](=[CH:5][CH:6]=[CH:7][CH:8]=2)[CH2:3][C:2]1=[O:10].[CH3:11][C:12]1[S:16][C:15]([CH:17]=O)=[CH:14][CH:13]=1. Given the product [CH3:17][C:15]1[S:16][C:12]([CH:11]=[C:3]2[C:4]3[C:9](=[CH:8][CH:7]=[CH:6][CH:5]=3)[NH:1][C:2]2=[O:10])=[CH:13][CH:14]=1, predict the reactants needed to synthesize it. (5) Given the product [N+:1]([C:4]1[CH:9]=[CH:8][C:7]([O:15][CH2:14][CH2:13][CH2:12][CH2:11][OH:16])=[CH:6][CH:5]=1)([O-:3])=[O:2], predict the reactants needed to synthesize it. The reactants are: [N+:1]([C:4]1[CH:9]=[CH:8][C:7](F)=[CH:6][CH:5]=1)([O-:3])=[O:2].[CH2:11]([OH:16])[CH2:12][CH2:13][CH2:14][OH:15].[OH-].[K+].